From a dataset of Forward reaction prediction with 1.9M reactions from USPTO patents (1976-2016). Predict the product of the given reaction. (1) Given the reactants [F:1][C:2]([F:33])([F:32])[C:3]1[CH:4]=[C:5]([CH:25]=[C:26]([C:28]([F:31])([F:30])[F:29])[CH:27]=1)[CH2:6][N:7]([CH3:24])[C:8](=[O:23])[C:9]1[C:14]([C:15]2[CH:20]=[CH:19][CH:18]=[CH:17][C:16]=2[CH3:21])=[CH:13][C:12](Cl)=[N:11][CH:10]=1.[OH:34][CH:35]1[CH2:40][CH2:39][NH:38][CH2:37][CH2:36]1.C(N(C(C)C)C(C)C)C, predict the reaction product. The product is: [F:1][C:2]([F:33])([F:32])[C:3]1[CH:4]=[C:5]([CH:25]=[C:26]([C:28]([F:31])([F:30])[F:29])[CH:27]=1)[CH2:6][N:7]([CH3:24])[C:8]([C:9]1[C:14]([C:15]2[CH:20]=[CH:19][CH:18]=[CH:17][C:16]=2[CH3:21])=[CH:13][C:12]([N:38]2[CH2:39][CH2:40][CH:35]([OH:34])[CH2:36][CH2:37]2)=[N:11][CH:10]=1)=[O:23]. (2) Given the reactants [F:1][C:2]1[C:3]([CH3:9])=[C:4]([CH:6]=[CH:7][CH:8]=1)[NH2:5].C1(CN)CCCCC1.[O:18]=[C:19]1[C:27]2([CH2:31][O:30][C:29]3[CH:32]=[C:33]4[C:37](=[CH:38][C:28]2=3)[CH2:36][CH2:35][O:34]4)[C:26]2[C:21](=[CH:22][CH:23]=[CH:24][CH:25]=2)[N:20]1[CH2:39][C:40]1[CH:48]=[CH:47][CH:46]=[CH:45][C:41]=1[C:42](O)=[O:43].O=C1C2(COC3C=C4C(=CC2=3)CCO4)C2C(=CC=CC=2)N1CC1C=C(C=CC=1)C(O)=O, predict the reaction product. The product is: [F:1][C:2]1[C:3]([CH3:9])=[C:4]([NH:5][C:42](=[O:43])[C:41]2[CH:45]=[CH:46][CH:47]=[CH:48][C:40]=2[CH2:39][N:20]2[C:21]3[C:26](=[CH:25][CH:24]=[CH:23][CH:22]=3)[C:27]3([CH2:31][O:30][C:29]4[CH:32]=[C:33]5[C:37](=[CH:38][C:28]3=4)[CH2:36][CH2:35][O:34]5)[C:19]2=[O:18])[CH:6]=[CH:7][CH:8]=1. (3) Given the reactants [CH3:1][O:2][C:3]1[CH:4]=[C:5]([O:14][CH3:15])[C:6]2[O:10][C:9]([CH:11]=[O:12])=[CH:8][C:7]=2[CH:13]=1.[BH4-].[Na+], predict the reaction product. The product is: [CH3:1][O:2][C:3]1[CH:4]=[C:5]([O:14][CH3:15])[C:6]2[O:10][C:9]([CH2:11][OH:12])=[CH:8][C:7]=2[CH:13]=1. (4) Given the reactants [NH2:1][C:2]1[C:3]([Cl:9])=[N:4][CH:5]=[CH:6][C:7]=1[CH3:8].C([O-])(=O)C.[K+].[N:15]([O-])=O.[Na+], predict the reaction product. The product is: [Cl:9][C:3]1[N:4]=[CH:5][CH:6]=[C:7]2[CH:8]=[N:15][NH:1][C:2]=12. (5) Given the reactants F[C:2]1[CH:19]=[CH:18][C:5]([O:6][CH2:7][C:8]2[CH:17]=[CH:16][C:15]3[C:10](=[CH:11][CH:12]=[CH:13][CH:14]=3)[N:9]=2)=[CH:4][C:3]=1[N+:20]([O-:22])=[O:21].Cl.[CH2:24]([N:26]1[C:34]2[C:29](=[CH:30][CH:31]=[CH:32][CH:33]=2)[C:28]([CH2:35][NH2:36])=[N:27]1)[CH3:25].C([O-])([O-])=O.[K+].[K+], predict the reaction product. The product is: [CH2:24]([N:26]1[C:34]2[C:29](=[CH:30][CH:31]=[CH:32][CH:33]=2)[C:28]([CH2:35][NH:36][C:2]2[CH:19]=[CH:18][C:5]([O:6][CH2:7][C:8]3[CH:17]=[CH:16][C:15]4[C:10](=[CH:11][CH:12]=[CH:13][CH:14]=4)[N:9]=3)=[CH:4][C:3]=2[N+:20]([O-:22])=[O:21])=[N:27]1)[CH3:25]. (6) Given the reactants [CH2:1]([C:3]1[S:21][C:6]2[NH:7][C:8](=[O:20])[N:9]([CH2:12][CH2:13][N:14]3[CH2:19][CH2:18][O:17][CH2:16][CH2:15]3)[C:10](=[O:11])[C:5]=2[CH:4]=1)[CH3:2].Br[CH2:23][C:24]1[CH:29]=[CH:28][C:27]([C:30]2[CH:35]=[CH:34][CH:33]=[CH:32][C:31]=2[C:36]2[N:40]=[C:39](C(Cl)(Cl)Cl)[O:38][N:37]=2)=[CH:26][CH:25]=1.C(=O)([O-])[O-:46].[K+].[K+].CN(C)C=O, predict the reaction product. The product is: [CH2:1]([C:3]1[S:21][C:6]2[N:7]([CH2:23][C:24]3[CH:29]=[CH:28][C:27]([C:30]4[CH:35]=[CH:34][CH:33]=[CH:32][C:31]=4[C:36]4[NH:40][C:39](=[O:46])[O:38][N:37]=4)=[CH:26][CH:25]=3)[C:8](=[O:20])[N:9]([CH2:12][CH2:13][N:14]3[CH2:19][CH2:18][O:17][CH2:16][CH2:15]3)[C:10](=[O:11])[C:5]=2[CH:4]=1)[CH3:2]. (7) The product is: [CH3:17][C:16]1[O:15][N:14]=[C:13]([C:18]2[CH:23]=[CH:22][N:21]=[CH:20][N:19]=2)[C:12]=1[CH2:11][O:10][C:7]1[CH:8]=[CH:9][C:4]([C:3]([OH:24])=[O:2])=[CH:5][N:6]=1. Given the reactants C[O:2][C:3](=[O:24])[C:4]1[CH:9]=[CH:8][C:7]([O:10][CH2:11][C:12]2[C:13]([C:18]3[CH:23]=[CH:22][N:21]=[CH:20][N:19]=3)=[N:14][O:15][C:16]=2[CH3:17])=[N:6][CH:5]=1.COC(=O)C1C=CC(OCC2C(C3C=CC=CN=3)=NOC=2C)=NC=1, predict the reaction product.